Dataset: Reaction yield outcomes from USPTO patents with 853,638 reactions. Task: Predict the reaction yield, written as a fraction of the theoretical maximum amount of product (1.0 means a 100% yield; for example, 0.34 means a 34% yield). (1) The catalyst is [Pd]. The product is [NH2:29][C:26]1[CH:27]=[CH:28][C:23]([O:22][CH2:21][CH2:20][CH2:19][CH2:18][Si:15]([CH3:16])([CH3:17])[O:14][Si:13]([CH3:34])([CH3:33])[O:12][Si:11]([CH3:36])([CH3:35])[O:10][Si:9]([CH2:8][CH2:7][CH2:6][CH2:5][O:4][C:3]2[CH:39]=[CH:40][C:41]([NH2:43])=[CH:42][C:2]=2[Cl:1])([CH3:37])[CH3:38])=[C:24]([Cl:32])[CH:25]=1. The yield is 0.990. The reactants are [Cl:1][C:2]1[CH:42]=[C:41]([N+:43]([O-])=O)[CH:40]=[CH:39][C:3]=1[O:4][CH2:5][CH2:6][CH2:7][CH2:8][Si:9]([CH3:38])([CH3:37])[O:10][Si:11]([CH3:36])([CH3:35])[O:12][Si:13]([CH3:34])([CH3:33])[O:14][Si:15]([CH2:18][CH2:19][CH2:20][CH2:21][O:22][C:23]1[CH:28]=[CH:27][C:26]([N+:29]([O-])=O)=[CH:25][C:24]=1[Cl:32])([CH3:17])[CH3:16].[H][H]. (2) The reactants are [Br:1][C:2]1[C:22]([F:23])=[CH:21][C:5]2[O:6][C:7]3[C:19]([F:20])=[CH:18][CH:17]=[CH:16][C:8]=3[C@H:9]3[C@H:14]([NH2:15])[CH2:13][CH2:12][CH2:11][N:10]3[C:4]=2[CH:3]=1.[CH3:24][C:25]1([CH3:39])[C@@H:31]([C:32]2[CH:37]=[CH:36][CH:35]=[CH:34][CH:33]=2)[O:30][P:28]([OH:38])(=[O:29])[O:27][CH2:26]1.C(O)C. The catalyst is C(Cl)Cl. The product is [OH:38][P:28]1(=[O:29])[O:30][C@@H:31]([C:32]2[CH:37]=[CH:36][CH:35]=[CH:34][CH:33]=2)[C:25]([CH3:24])([CH3:39])[CH2:26][O:27]1.[Br:1][C:2]1[C:22]([F:23])=[CH:21][C:5]2[O:6][C:7]3[C:19]([F:20])=[CH:18][CH:17]=[CH:16][C:8]=3[C@H:9]3[C@H:14]([NH2:15])[CH2:13][CH2:12][CH2:11][N:10]3[C:4]=2[CH:3]=1. The yield is 0.170. (3) The reactants are [CH2:1]([O:8][C:9]1[CH:24]=[C:23]([N:25]([CH2:31][C:32]2[CH:37]=[CH:36][C:35]([CH:38]3[CH2:43][CH2:42][CH2:41][CH2:40][CH2:39]3)=[CH:34][CH:33]=2)[C:26](=[O:30])[CH2:27][NH:28][CH3:29])[CH:22]=[CH:21][C:10]=1[C:11]([O:13][CH2:14][C:15]1[CH:20]=[CH:19][CH:18]=[CH:17][CH:16]=1)=[O:12])[C:2]1[CH:7]=[CH:6][CH:5]=[CH:4][CH:3]=1.[Br:44][C:45]1[CH:50]=[CH:49][C:48]([S:51](Cl)(=[O:53])=[O:52])=[CH:47][CH:46]=1. No catalyst specified. The product is [CH2:1]([O:8][C:9]1[CH:24]=[C:23]([N:25]([CH2:31][C:32]2[CH:33]=[CH:34][C:35]([CH:38]3[CH2:43][CH2:42][CH2:41][CH2:40][CH2:39]3)=[CH:36][CH:37]=2)[C:26](=[O:30])[CH2:27][N:28]([CH3:29])[S:51]([C:48]2[CH:49]=[CH:50][C:45]([Br:44])=[CH:46][CH:47]=2)(=[O:53])=[O:52])[CH:22]=[CH:21][C:10]=1[C:11]([O:13][CH2:14][C:15]1[CH:20]=[CH:19][CH:18]=[CH:17][CH:16]=1)=[O:12])[C:2]1[CH:3]=[CH:4][CH:5]=[CH:6][CH:7]=1. The yield is 0.950.